Dataset: NCI-60 drug combinations with 297,098 pairs across 59 cell lines. Task: Regression. Given two drug SMILES strings and cell line genomic features, predict the synergy score measuring deviation from expected non-interaction effect. Drug 1: C1=C(C(=O)NC(=O)N1)F. Drug 2: C1C(C(OC1N2C=NC(=NC2=O)N)CO)O. Cell line: MCF7. Synergy scores: CSS=28.5, Synergy_ZIP=-9.07, Synergy_Bliss=-6.95, Synergy_Loewe=0.141, Synergy_HSA=0.819.